This data is from Full USPTO retrosynthesis dataset with 1.9M reactions from patents (1976-2016). The task is: Predict the reactants needed to synthesize the given product. (1) Given the product [Br:1][C:2]1[CH:3]=[CH:4][C:5]2[N:6]([C:14]([C:15]#[N:16])=[CH:9][N:8]=2)[N:7]=1, predict the reactants needed to synthesize it. The reactants are: [Br:1][C:2]1[N:7]=[N:6][C:5]([N:8]=[CH:9]N(C)C)=[CH:4][CH:3]=1.Br[CH2:14][C:15]#[N:16].CCN(C(C)C)C(C)C. (2) Given the product [C:16]([N:19]1[CH2:20][CH2:21][CH:22]([CH2:25][C:26]([NH:1][C:2]2[CH:7]=[CH:6][C:5]([Br:8])=[CH:4][N:3]=2)=[O:27])[CH2:23][CH2:24]1)(=[O:18])[CH3:17], predict the reactants needed to synthesize it. The reactants are: [NH2:1][C:2]1[CH:7]=[CH:6][C:5]([Br:8])=[CH:4][N:3]=1.C(N(CC)CC)C.[C:16]([N:19]1[CH2:24][CH2:23][CH:22]([CH2:25][C:26](Cl)=[O:27])[CH2:21][CH2:20]1)(=[O:18])[CH3:17].CO. (3) The reactants are: CN(C(ON1N=NC2C=CC=NC1=2)=[N+](C)C)C.F[P-](F)(F)(F)(F)F.[F:25][C:26]1[CH:27]=[C:28]([NH:37][C:38]([C@@H:40]2[NH:49][CH2:48][CH2:47][C:46]3[N:45]=[C:44]([O:50][CH3:51])[CH:43]=[CH:42][C:41]2=3)=[O:39])[CH:29]=[C:30]([F:36])[C:31]=1[Si:32]([CH3:35])([CH3:34])[CH3:33].[CH2:52]([O:59][C:60](=[O:68])[CH2:61][C@@H:62]1[CH2:64][C@H:63]1[C:65]([OH:67])=[O:66])[C:53]1[CH:58]=[CH:57][CH:56]=[CH:55][CH:54]=1.CCN(C(C)C)C(C)C. Given the product [F:36][C:30]1[CH:29]=[C:28]([NH:37][C:38]([C@@H:40]2[N:49]([C:65]([C@H:63]3[CH2:64][C@@H:62]3[CH2:61][C:60]([O:59][CH2:52][C:53]3[CH:54]=[CH:55][CH:56]=[CH:57][CH:58]=3)=[O:68])=[O:66])[CH2:48][CH2:47][C:46]3[N:45]=[C:44]([O:50][CH3:51])[CH:43]=[CH:42][C:41]2=3)=[O:39])[CH:27]=[C:26]([F:25])[C:31]=1[Si:32]([CH3:35])([CH3:34])[CH3:33].[F:36][C:30]1[CH:29]=[C:28]([NH:37][C:38]([C@@H:40]2[N:49]([C:65]([C@@H:63]3[CH2:64][C@H:62]3[CH2:61][C:60]([O:59][CH2:52][C:53]3[CH:54]=[CH:55][CH:56]=[CH:57][CH:58]=3)=[O:68])=[O:67])[CH2:48][CH2:47][C:46]3[N:45]=[C:44]([O:50][CH3:51])[CH:43]=[CH:42][C:41]2=3)=[O:39])[CH:27]=[C:26]([F:25])[C:31]=1[Si:32]([CH3:35])([CH3:34])[CH3:33], predict the reactants needed to synthesize it. (4) The reactants are: Cl[C:2]1[N:7]=[C:6]([NH:8][C:9]2[CH:14]=[CH:13][CH:12]=[CH:11][C:10]=2[O:15][CH2:16][CH2:17][N:18]2[CH2:23][CH2:22][O:21][CH2:20][CH2:19]2)[C:5]([Cl:24])=[CH:4][N:3]=1.[NH2:25][C:26]1[CH:27]=[CH:28][C:29]2[CH2:35][CH2:34][CH2:33][C:32](=[O:36])[NH:31][C:30]=2[CH:37]=1.C(O)(C)C.Cl. Given the product [Cl:24][C:5]1[C:6]([NH:8][C:9]2[CH:14]=[CH:13][CH:12]=[CH:11][C:10]=2[O:15][CH2:16][CH2:17][N:18]2[CH2:23][CH2:22][O:21][CH2:20][CH2:19]2)=[N:7][C:2]([NH:25][C:26]2[CH:27]=[CH:28][C:29]3[CH2:35][CH2:34][CH2:33][C:32](=[O:36])[NH:31][C:30]=3[CH:37]=2)=[N:3][CH:4]=1, predict the reactants needed to synthesize it.